Task: Predict the product of the given reaction.. Dataset: Forward reaction prediction with 1.9M reactions from USPTO patents (1976-2016) (1) Given the reactants [Br:1][C:2]1[CH:3]=[C:4]([Cl:27])[C:5]([CH:8]2[CH2:13][CH:12]([S:14]([C:17]3[CH:22]=[CH:21][CH:20]=[C:19]([C:23]([F:26])([F:25])[F:24])[CH:18]=3)(=[O:16])=[O:15])[CH2:11][CH2:10][O:9]2)=[N:6][CH:7]=1.[CH3:28]C([O-])(C)C.[K+].C1OCCOCCOCCOCCOCCOC1, predict the reaction product. The product is: [Br:1][C:2]1[CH:3]=[C:4]([Cl:27])[C:5]([CH:8]2[CH2:13][C:12]([CH3:28])([S:14]([C:17]3[CH:22]=[CH:21][CH:20]=[C:19]([C:23]([F:24])([F:25])[F:26])[CH:18]=3)(=[O:16])=[O:15])[CH2:11][CH2:10][O:9]2)=[N:6][CH:7]=1. (2) Given the reactants [OH:1][CH:2]([CH:21]=[CH2:22])[CH:3]([NH:8][C:9]([C:11]1[C:12]([C:17]([F:20])([F:19])[F:18])=[N:13][N:14]([CH3:16])[CH:15]=1)=[O:10])[C:4](=[O:7])[NH:5][CH3:6].[C:23](O)(=[O:25])[CH3:24].CN(C1C=CC=CN=1)C, predict the reaction product. The product is: [C:23]([O:1][CH:2]([CH:3]([C:4](=[O:7])[NH:5][CH3:6])[NH:8][C:9]([C:11]1[C:12]([C:17]([F:20])([F:19])[F:18])=[N:13][N:14]([CH3:16])[CH:15]=1)=[O:10])[CH:21]=[CH2:22])(=[O:25])[CH3:24].